Dataset: Forward reaction prediction with 1.9M reactions from USPTO patents (1976-2016). Task: Predict the product of the given reaction. (1) Given the reactants [N+:1]([C:4]1[CH:9]=[CH:8][C:7]([S:10]([NH:13][C:14]2[CH:19]=[C:18]([C:20]3[CH:25]=[CH:24][CH:23]=[CH:22][CH:21]=3)[N:17]=[CH:16][N:15]=2)(=[O:12])=[O:11])=[CH:6][CH:5]=1)([O-])=O.O, predict the reaction product. The product is: [NH2:1][C:4]1[CH:9]=[CH:8][C:7]([S:10]([NH:13][C:14]2[CH:19]=[C:18]([C:20]3[CH:25]=[CH:24][CH:23]=[CH:22][CH:21]=3)[N:17]=[CH:16][N:15]=2)(=[O:12])=[O:11])=[CH:6][CH:5]=1. (2) Given the reactants CC1C=CC(S(O[CH2:12][CH:13]2[CH2:17][C:16]3[CH:18]=[C:19]([F:28])[CH:20]=[C:21]([C:22]4[CH:23]=[N:24][CH:25]=[CH:26][CH:27]=4)[C:15]=3[O:14]2)(=O)=O)=CC=1.[CH3:29][NH2:30], predict the reaction product. The product is: [F:28][C:19]1[CH:20]=[C:21]([C:22]2[CH:23]=[N:24][CH:25]=[CH:26][CH:27]=2)[C:15]2[O:14][CH:13]([CH2:12][NH:30][CH3:29])[CH2:17][C:16]=2[CH:18]=1. (3) Given the reactants O=[C:2]1[N:7]=[CH:6][N:5]2[N:8]=[CH:9][C:10]([C:11]([OH:13])=O)=[C:4]2[CH2:3]1.P(Cl)(Cl)([Cl:16])=O.[CH:19]([N:22](CC)C(C)C)([CH3:21])[CH3:20], predict the reaction product. The product is: [Cl:16][C:2]1[N:7]=[CH:6][N:5]2[N:8]=[CH:9][C:10]([C:11]([NH:22][CH:19]([CH3:21])[CH3:20])=[O:13])=[C:4]2[CH:3]=1. (4) Given the reactants [OH:1][C:2]1[CH:7]=[CH:6][C:5]([C:8]([CH3:14])([CH3:13])[C:9]([O:11][CH3:12])=[O:10])=[CH:4][CH:3]=1.C1N2CN3CN(C2)CN1C3.[C:25](O)(C(F)(F)F)=[O:26], predict the reaction product. The product is: [CH:25]([C:7]1[CH:6]=[C:5]([C:8]([CH3:14])([CH3:13])[C:9]([O:11][CH3:12])=[O:10])[CH:4]=[CH:3][C:2]=1[OH:1])=[O:26]. (5) Given the reactants [S:1](=NC1C=CC=CC=1)=O.[CH:10]1[CH:15]=[C:14]([F:16])[C:13]([NH2:17])=[C:12]([NH2:18])[CH:11]=1, predict the reaction product. The product is: [F:16][C:14]1[C:13]2[C:12](=[N:18][S:1][N:17]=2)[CH:11]=[CH:10][CH:15]=1. (6) The product is: [O:26]1[CH2:30][CH2:31][N:27]([N:11]2[CH2:12][CH2:13][CH2:14][CH2:15][CH2:16]2)[CH2:25]1. Given the reactants C(OC([N:11]1[CH2:16][CH2:15][CH:14](N2CCOC2=O)[CH2:13][CH2:12]1)=O)C1C=CC=CC=1.NO.[C:25](N1C=CN=C1)([N:27]1[CH:31]=[CH:30]N=C1)=[O:26], predict the reaction product.